This data is from Forward reaction prediction with 1.9M reactions from USPTO patents (1976-2016). The task is: Predict the product of the given reaction. (1) Given the reactants C([O:8][CH2:9][CH2:10][CH2:11][C:12]([C:14]1[NH:15][CH:16]=[N:17][CH:18]=1)=[O:13])C1C=CC=CC=1.[ClH:19], predict the reaction product. The product is: [ClH:19].[OH:8][CH2:9][CH2:10][CH2:11][C:12]([C:14]1[N:15]=[CH:16][NH:17][CH:18]=1)=[O:13]. (2) The product is: [C:1]([N:4]1[CH2:13][CH2:12][C:11]2[C:6](=[CH:7][C:8]([C:41]3[CH:42]=[C:37]([C:26]4([C:31]5[CH:36]=[CH:35][CH:34]=[CH:33][CH:32]=5)[N:25]=[C:24]([NH2:23])[N:28]([CH3:29])[C:27]4=[O:30])[CH:38]=[CH:39][CH:40]=3)=[CH:9][CH:10]=2)[CH2:5]1)(=[O:3])[CH3:2]. Given the reactants [C:1]([N:4]1[CH2:13][CH2:12][C:11]2[C:6](=[CH:7][C:8](B3OC(C)(C)C(C)(C)O3)=[CH:9][CH:10]=2)[CH2:5]1)(=[O:3])[CH3:2].[NH2:23][C:24]1[N:28]([CH3:29])[C:27](=[O:30])[C:26]([C:37]2[CH:42]=[CH:41][CH:40]=[C:39](Br)[CH:38]=2)([C:31]2[CH:36]=[CH:35][CH:34]=[CH:33][CH:32]=2)[N:25]=1.C(=O)([O-])[O-].[Cs+].[Cs+].COCCOC.O.C(O)C, predict the reaction product. (3) Given the reactants [CH3:1][C:2]1[CH2:7][CH2:6][CH:5]([CH2:8][OH:9])[CH2:4][CH:3]=1.N1C=CN=C1.CN(C=O)C.[C:20]([Si:24]([C:32]1[CH:37]=[CH:36][CH:35]=[CH:34][CH:33]=1)([C:26]1[CH:31]=[CH:30][CH:29]=[CH:28][CH:27]=1)Cl)([CH3:23])([CH3:22])[CH3:21], predict the reaction product. The product is: [C:20]([Si:24]([O:9][CH2:8][CH:5]1[CH2:6][CH2:7][C:2]([CH3:1])=[CH:3][CH2:4]1)([C:32]1[CH:37]=[CH:36][CH:35]=[CH:34][CH:33]=1)[C:26]1[CH:27]=[CH:28][CH:29]=[CH:30][CH:31]=1)([CH3:23])([CH3:21])[CH3:22]. (4) Given the reactants [Cl:1][C:2]1[CH:7]=[C:6]([C:8]#[C:9][C:10]2[N:11]=[C:12]([CH3:15])[NH:13][CH:14]=2)[CH:5]=[CH:4][N:3]=1.Cl.Cl[CH2:18][C:19]1[CH:24]=[CH:23][CH:22]=[C:21]([CH3:25])[N:20]=1, predict the reaction product. The product is: [CH3:18][C:19]1[N:20]=[C:21]([CH2:25][N:13]2[CH:14]=[C:10]([C:9]#[C:8][C:6]3[CH:5]=[CH:4][N:3]=[C:2]([Cl:1])[CH:7]=3)[N:11]=[C:12]2[CH3:15])[CH:22]=[CH:23][CH:24]=1.